The task is: Predict the reactants needed to synthesize the given product.. This data is from Full USPTO retrosynthesis dataset with 1.9M reactions from patents (1976-2016). (1) Given the product [C:1]([NH:6][C:7]1[NH:8][CH:9]=[C:10]([C:15]2[CH:16]=[CH:17][C:18]([NH2:21])=[CH:19][CH:20]=2)[C:11]=1[C:12]([NH2:14])=[O:13])(=[O:5])[CH2:2][CH2:3][CH3:4], predict the reactants needed to synthesize it. The reactants are: [C:1]([NH:6][C:7]1[NH:8][CH:9]=[C:10]([C:15]2[CH:20]=[CH:19][C:18]([N+:21]([O-])=O)=[CH:17][CH:16]=2)[C:11]=1[C:12]([NH2:14])=[O:13])(=[O:5])[CH2:2][CH2:3][CH3:4].[H][H]. (2) Given the product [OH:1][C:2]1[C:3](=[O:18])[NH:4][C:5]2[C:10]([C:11]=1[C:12]([O:14][CH2:15][CH3:16])=[O:13])=[CH:9][C:8]([O:20][CH3:19])=[CH:7][CH:6]=2, predict the reactants needed to synthesize it. The reactants are: [OH:1][C:2]1[C:3](=[O:18])[N:4](C)[C:5]2[C:10]([C:11]=1[C:12]([O:14][CH2:15][CH3:16])=[O:13])=[CH:9][CH:8]=[CH:7][CH:6]=2.[CH3:19][O:20]C1C=C2C(=CC=1)NC(=O)C2=O.